This data is from Reaction yield outcomes from USPTO patents with 853,638 reactions. The task is: Predict the reaction yield, written as a fraction of the theoretical maximum amount of product (1.0 means a 100% yield; for example, 0.34 means a 34% yield). The yield is 0.150. The reactants are [CH3:1][C:2]1([C@H:5]([NH:7][C:8]2[C:9]3[N:10]([CH:17]=[C:18]([C:20]4[O:21][C:22](S(C)=O)=[N:23][N:24]=4)[CH:19]=3)[N:11]=[CH:12][C:13]=2[C:14]([NH2:16])=[O:15])[CH3:6])[CH2:4][CH2:3]1.[CH3:28][N:29]1[CH2:34][CH2:33][NH:32][CH2:31][CH2:30]1.CCN(C(C)C)C(C)C. The product is [CH3:1][C:2]1([C@H:5]([NH:7][C:8]2[C:9]3[N:10]([CH:17]=[C:18]([C:20]4[O:21][C:22]([N:32]5[CH2:33][CH2:34][N:29]([CH3:28])[CH2:30][CH2:31]5)=[N:23][N:24]=4)[CH:19]=3)[N:11]=[CH:12][C:13]=2[C:14]([NH2:16])=[O:15])[CH3:6])[CH2:4][CH2:3]1. The catalyst is CN1C(=O)CCC1.CN(C=O)C.